The task is: Predict the reaction yield, written as a fraction of the theoretical maximum amount of product (1.0 means a 100% yield; for example, 0.34 means a 34% yield).. This data is from Reaction yield outcomes from USPTO patents with 853,638 reactions. The reactants are [F:1][C:2]1[CH:36]=[CH:35][C:5]([C:6](/[N:8]=[C:9]2\[NH:10][C:11]3[CH:27]=[CH:26][C:25]([CH2:28][N:29]4[CH2:34][CH2:33][O:32][CH2:31][CH2:30]4)=[CH:24][C:12]=3[N:13]\2[C@@H:14]2[CH2:19][CH2:18][C@H:17]([C:20]([O:22]C)=[O:21])[CH2:16][CH2:15]2)=[O:7])=[CH:4][CH:3]=1.[OH-].[Na+]. The catalyst is CO. The product is [F:1][C:2]1[CH:3]=[CH:4][C:5]([C:6](/[N:8]=[C:9]2\[NH:10][C:11]3[CH:27]=[CH:26][C:25]([CH2:28][N:29]4[CH2:34][CH2:33][O:32][CH2:31][CH2:30]4)=[CH:24][C:12]=3[N:13]\2[C@@H:14]2[CH2:19][CH2:18][C@H:17]([C:20]([OH:22])=[O:21])[CH2:16][CH2:15]2)=[O:7])=[CH:35][CH:36]=1. The yield is 1.02.